From a dataset of Retrosynthesis with 50K atom-mapped reactions and 10 reaction types from USPTO. Predict the reactants needed to synthesize the given product. (1) Given the product Cc1cc(C)nc(N2CC(C)CC(C)C2)n1, predict the reactants needed to synthesize it. The reactants are: CC1CNCC(C)C1.Cc1cc(C)nc(Cl)n1. (2) Given the product C[Si](C)(C)CCOCn1c(O[C@@H]2CO[C@@H]3[C@H](O)CO[C@H]23)nc2cc(Cl)c(-c3ccc(-c4ccc(Br)cc4)cc3)nc21, predict the reactants needed to synthesize it. The reactants are: C[Si](C)(C)CCOCn1c(O[C@@H]2CO[C@@H]3[C@H](O)CO[C@H]23)nc2cc(Cl)c(I)nc21.OB(O)c1ccc(-c2ccc(Br)cc2)cc1. (3) Given the product CCS(=O)(=O)N[C@H](C(=O)N[C@@H]1CCCC[C@H]1c1ccc(O)c(OC)c1)C(C)C, predict the reactants needed to synthesize it. The reactants are: CCS(=O)(=O)N[C@H](C(=O)O)C(C)C.COc1cc([C@@H]2CCCC[C@H]2N)ccc1O.